Dataset: Full USPTO retrosynthesis dataset with 1.9M reactions from patents (1976-2016). Task: Predict the reactants needed to synthesize the given product. Given the product [Cl:1][C:2]1[N:7]=[CH:6][N:5]=[C:4]([O:8][N:26]2[C:27]3=[N:32][CH:31]=[CH:30][CH:29]=[C:28]3[N:33]=[N:34]2)[CH:3]=1, predict the reactants needed to synthesize it. The reactants are: [Cl:1][C:2]1[N:7]=[CH:6][NH:5][C:4](=[O:8])[CH:3]=1.C1CN([P+](O[N:26]2[N:34]=[N:33][C:28]3[CH:29]=[CH:30][CH:31]=[N:32][C:27]2=3)(N2CCCC2)N2CCCC2)CC1.F[P-](F)(F)(F)(F)F.CCN(C(C)C)C(C)C.